This data is from Forward reaction prediction with 1.9M reactions from USPTO patents (1976-2016). The task is: Predict the product of the given reaction. (1) Given the reactants [I:1][CH2:2][C:3]1[N:4]=[C:5]([C:14]2[CH:19]=[CH:18][C:17](C)=[CH:16][CH:15]=2)[O:6][C:7]=1[C:8]1C=CC=CC=1.C/C(/C(C)=O)=N\O.[F:28][C:29]([F:40])([F:39])[O:30]C1C=C(C=CC=1)C=O, predict the reaction product. The product is: [I:1][CH2:2][C:3]1[N:4]=[C:5]([C:14]2[CH:19]=[CH:18][CH:17]=[C:16]([O:30][C:29]([F:40])([F:39])[F:28])[CH:15]=2)[O:6][C:7]=1[CH3:8]. (2) Given the reactants [CH3:1][O:2][C:3]1[CH:8]=[CH:7][C:6]([CH2:9][CH2:10][NH2:11])=[CH:5][CH:4]=1.Cl[C:13]1[CH:18]=[C:17]([C:19]2[CH:24]=[CH:23][CH:22]=[C:21]([CH3:25])[C:20]=2[CH3:26])[N:16]=[C:15]([NH2:27])[N:14]=1, predict the reaction product. The product is: [CH3:26][C:20]1[C:21]([CH3:25])=[CH:22][CH:23]=[CH:24][C:19]=1[C:17]1[N:16]=[C:15]([NH2:27])[N:14]=[C:13]([NH:11][CH2:10][CH2:9][C:6]2[CH:7]=[CH:8][C:3]([O:2][CH3:1])=[CH:4][CH:5]=2)[CH:18]=1. (3) Given the reactants [NH2:1][C:2]1[CH:3]=[CH:4][C:5]([Cl:11])=[C:6]([CH:10]=1)[C:7]([OH:9])=[O:8].[C:12]([CH2:15][S:16][C:17](=S)[S:18]CC(O)=O)(O)=[O:13].C(=O)([O-])[O-].[Na+].[Na+].Cl, predict the reaction product. The product is: [C:7]([C:6]1[CH:10]=[C:2]([N:1]2[C:12](=[O:13])[CH2:15][S:16][C:17]2=[S:18])[CH:3]=[CH:4][C:5]=1[Cl:11])([OH:9])=[O:8]. (4) Given the reactants [CH3:1][N:2]([CH:13]1[CH2:18][CH2:17][CH2:16][CH2:15][CH2:14]1)[CH2:3][C:4]1[CH:5]=[C:6]([Br:12])[CH:7]=[C:8]([Br:11])[C:9]=1[NH2:10].Cl.C(O)[C@H]1O[C@H](O[C@@H]([C@H](O)[C@@H](O)CO)[C@H](O)CO)[C@H](O)[C@@H](O)[C@@H]1O.C(O)(=O)C1C=CC=CC=1, predict the reaction product. The product is: [CH3:1][N:2]([CH:13]1[CH2:18][CH2:17][CH2:16][CH2:15][CH2:14]1)[CH2:3][C:4]1[C:9]([NH2:10])=[C:8]([Br:11])[CH:7]=[C:6]([Br:12])[CH:5]=1. (5) Given the reactants [NH2:1][C:2]1[CH:10]=[C:9]2[C:5]([CH:6]=[C:7]([C:11]([O:13][CH3:14])=[O:12])[NH:8]2)=[CH:4][CH:3]=1.[CH3:15][S:16](Cl)(=[O:18])=[O:17], predict the reaction product. The product is: [CH3:15][S:16]([NH:1][C:2]1[CH:10]=[C:9]2[C:5]([CH:6]=[C:7]([C:11]([O:13][CH3:14])=[O:12])[NH:8]2)=[CH:4][CH:3]=1)(=[O:18])=[O:17]. (6) Given the reactants [N+:1]([C:4]1[CH:5]=[C:6]([CH2:10][C:11]([OH:13])=[O:12])[CH:7]=[CH:8][CH:9]=1)([O-])=O.Cl.C(N([CH2:20][CH3:21])CC)C.[Cl:22][C:23]1[CH:28]=[CH:27][CH:26]=[C:25]([F:29])[C:24]=1[C:30]1[C:34]([C:35](Cl)=[O:36])=[C:33]([CH3:38])[O:32]N=1.[CH2:39](O)C, predict the reaction product. The product is: [Cl:22][C:23]1[CH:28]=[CH:27][CH:26]=[C:25]([F:29])[C:24]=1[C:30]1[C:34]([C:35]([NH:1][CH:4]2[CH2:9][CH2:8][CH2:7][CH:6]([CH2:10][C:11]([O:13][CH2:20][CH3:21])=[O:12])[CH2:5]2)=[O:36])=[C:33]([CH3:38])[O:32][CH:39]=1. (7) Given the reactants [NH2:1][CH2:2][CH:3]([CH2:24][CH2:25][CH3:26])[CH2:4][O:5][C:6]1[C:7]2[N:15]([CH2:16][CH3:17])[C:14]([C:18]3[C:19]([NH2:23])=[N:20][O:21][N:22]=3)=[N:13][C:8]=2[C:9](Cl)=[N:10][CH:11]=1.[CH3:27][C:28]([OH:32])([C:30]#[CH:31])[CH3:29].C1CCN2C(=NCCC2)CC1.[Na+].[I-], predict the reaction product. The product is: [NH2:1][CH2:2][CH:3]([CH2:24][CH2:25][CH3:26])[CH2:4][O:5][C:6]1[C:7]2[N:15]([CH2:16][CH3:17])[C:14]([C:18]3[C:19]([NH2:23])=[N:20][O:21][N:22]=3)=[N:13][C:8]=2[C:9]([C:31]#[C:30][C:28]([CH3:29])([OH:32])[CH3:27])=[N:10][CH:11]=1.